Predict the product of the given reaction. From a dataset of Forward reaction prediction with 1.9M reactions from USPTO patents (1976-2016). (1) Given the reactants C(OC([NH:8][CH2:9][CH2:10][CH2:11][O:12][CH2:13][CH2:14][O:15][CH2:16][CH2:17][O:18][CH2:19][CH2:20][CH2:21][NH:22][C:23]([C:25]1[NH:26][C:27]2[C:32]([C:33]=1[CH2:34][C:35]([N:37]([CH3:46])[CH2:38][CH2:39][C:40]1[CH:45]=[CH:44][CH:43]=[CH:42][CH:41]=1)=[O:36])=[CH:31][C:30]([O:47][CH2:48][C:49]1[CH:54]=[CH:53][CH:52]=[CH:51][CH:50]=1)=[CH:29][CH:28]=2)=[O:24])=O)(C)(C)C.FC(F)(F)C(O)=O.C(#N)C.O, predict the reaction product. The product is: [NH2:8][CH2:9][CH2:10][CH2:11][O:12][CH2:13][CH2:14][O:15][CH2:16][CH2:17][O:18][CH2:19][CH2:20][CH2:21][NH:22][C:23]([C:25]1[NH:26][C:27]2[C:32]([C:33]=1[CH2:34][C:35]([N:37]([CH3:46])[CH2:38][CH2:39][C:40]1[CH:45]=[CH:44][CH:43]=[CH:42][CH:41]=1)=[O:36])=[CH:31][C:30]([O:47][CH2:48][C:49]1[CH:50]=[CH:51][CH:52]=[CH:53][CH:54]=1)=[CH:29][CH:28]=2)=[O:24]. (2) Given the reactants [CH:1]1([N:4]2[C:8]([C:9]([N:11]3[CH2:16][CH2:15][CH:14]([N:17]4[CH2:21][CH2:20][CH2:19][CH2:18]4)[CH2:13][CH2:12]3)=[O:10])=[C:7]([C:22]3[CH:23]=[N:24][C:25]([N:28](CC4C=CC=CC=4)CC4C=CC=CC=4)=[CH:26][CH:27]=3)[N:6]=[C:5]2[C:43]2[CH:48]=[CH:47][C:46]([O:49][C:50]([F:53])([F:52])[F:51])=[CH:45][CH:44]=2)[CH2:3][CH2:2]1, predict the reaction product. The product is: [NH2:28][C:25]1[N:24]=[CH:23][C:22]([C:7]2[N:6]=[C:5]([C:43]3[CH:48]=[CH:47][C:46]([O:49][C:50]([F:53])([F:52])[F:51])=[CH:45][CH:44]=3)[N:4]([CH:1]3[CH2:2][CH2:3]3)[C:8]=2[C:9]([N:11]2[CH2:12][CH2:13][CH:14]([N:17]3[CH2:18][CH2:19][CH2:20][CH2:21]3)[CH2:15][CH2:16]2)=[O:10])=[CH:27][CH:26]=1. (3) Given the reactants [CH2:1]([O:8][C:9]([NH:11][CH2:12][CH2:13][CH2:14][CH2:15][CH2:16][C:17]([OH:19])=[O:18])=[O:10])[C:2]1[CH:7]=[CH:6][CH:5]=[CH:4][CH:3]=1.[C:20](O)([CH3:23])([CH3:22])[CH3:21].C1CCC(N=C=NC2CCCCC2)CC1, predict the reaction product. The product is: [CH2:1]([O:8][C:9]([NH:11][CH2:12][CH2:13][CH2:14][CH2:15][CH2:16][C:17]([O:19][C:20]([CH3:23])([CH3:22])[CH3:21])=[O:18])=[O:10])[C:2]1[CH:3]=[CH:4][CH:5]=[CH:6][CH:7]=1.